Dataset: Forward reaction prediction with 1.9M reactions from USPTO patents (1976-2016). Task: Predict the product of the given reaction. (1) Given the reactants [NH2:1][C:2]1[CH:24]=[CH:23][C:5]([CH2:6][C:7]2[N:17]([CH2:18][C:19]([CH3:22])([CH3:21])[CH3:20])[C:10]3[N:11]=[C:12]([C:15]#[N:16])[N:13]=[CH:14][C:9]=3[CH:8]=2)=[CH:4][CH:3]=1.C(N(CC)CC)C.[CH2:32]([S:36](Cl)(=[O:38])=[O:37])[CH2:33][CH2:34][CH3:35], predict the reaction product. The product is: [C:15]([C:12]1[N:13]=[CH:14][C:9]2[CH:8]=[C:7]([CH2:6][C:5]3[CH:4]=[CH:3][C:2]([NH:1][S:36]([CH2:32][CH2:33][CH2:34][CH3:35])(=[O:38])=[O:37])=[CH:24][CH:23]=3)[N:17]([CH2:18][C:19]([CH3:21])([CH3:20])[CH3:22])[C:10]=2[N:11]=1)#[N:16]. (2) Given the reactants [I-].[Na+].Cl[Si](C)(C)C.O[CH:9]([C:15]1[C:27]([CH3:28])=[CH:26][C:18]([O:19][CH2:20][C:21]([O:23][CH2:24][CH3:25])=[O:22])=[C:17]([CH3:29])[CH:16]=1)[CH:10]([O:13][CH3:14])[O:11][CH3:12].C1(C)C=CC=CC=1, predict the reaction product. The product is: [CH3:12][O:11][CH:10]([O:13][CH3:14])[CH2:9][C:15]1[C:27]([CH3:28])=[CH:26][C:18]([O:19][CH2:20][C:21]([O:23][CH2:24][CH3:25])=[O:22])=[C:17]([CH3:29])[CH:16]=1.